This data is from Peptide-MHC class II binding affinity with 134,281 pairs from IEDB. The task is: Regression. Given a peptide amino acid sequence and an MHC pseudo amino acid sequence, predict their binding affinity value. This is MHC class II binding data. (1) The peptide sequence is EVELREHGSDEWVAM. The MHC is DRB5_0101 with pseudo-sequence DRB5_0101. The binding affinity (normalized) is 0.0345. (2) The peptide sequence is LMDVVYSIALHPIDE. The MHC is DRB1_0701 with pseudo-sequence DRB1_0701. The binding affinity (normalized) is 0.816. (3) The peptide sequence is CGMFTNRSGSQQ. The MHC is DRB3_0202 with pseudo-sequence DRB3_0202. The binding affinity (normalized) is 0.401. (4) The peptide sequence is QGVADAYITLVTLPK. The MHC is DRB4_0101 with pseudo-sequence DRB4_0103. The binding affinity (normalized) is 0.405. (5) The peptide sequence is KPTGAGPKDNGGACG. The MHC is HLA-DQA10201-DQB10202 with pseudo-sequence HLA-DQA10201-DQB10202. The binding affinity (normalized) is 0. (6) The peptide sequence is FLDPASIAARGWAAH. The MHC is HLA-DQA10201-DQB10402 with pseudo-sequence HLA-DQA10201-DQB10402. The binding affinity (normalized) is 0.602. (7) The MHC is DRB1_0405 with pseudo-sequence DRB1_0405. The peptide sequence is MWALGENMAPEKVDF. The binding affinity (normalized) is 0.228.